Dataset: Forward reaction prediction with 1.9M reactions from USPTO patents (1976-2016). Task: Predict the product of the given reaction. (1) Given the reactants C[O:2][C:3](=O)[CH2:4][NH:5][C:6](=[O:37])[C:7]1[CH:12]=[C:11]([Cl:13])[C:10]([O:14][C:15]2[CH:20]=[CH:19][N:18]=[CH:17][C:16]=2[C:21]([N:23]2[C:32]3[C:27](=[CH:28][CH:29]=[CH:30][CH:31]=3)[N:26]([CH:33]3[CH2:35][CH2:34]3)[CH2:25][CH2:24]2)=[O:22])=[CH:9][C:8]=1[Cl:36].NCCO, predict the reaction product. The product is: [Cl:36][C:8]1[CH:9]=[C:10]([O:14][C:15]2[CH:20]=[CH:19][N:18]=[CH:17][C:16]=2[C:21]([N:23]2[C:32]3[C:27](=[CH:28][CH:29]=[CH:30][CH:31]=3)[N:26]([CH:33]3[CH2:35][CH2:34]3)[CH2:25][CH2:24]2)=[O:22])[C:11]([Cl:13])=[CH:12][C:7]=1[C:6]([NH:5][CH2:4][CH2:3][OH:2])=[O:37]. (2) Given the reactants FC(F)(F)C(O)=O.C(OC([N:15]1[CH2:20][CH2:19][CH:18]([CH2:21][O:22][C:23]2[CH:32]=[C:31]3[C:26]([C:27]([NH:33][C:34]4[C:39]([Cl:40])=[CH:38][N:37]=[C:36]5[O:41][CH2:42][O:43][C:35]=45)=[N:28][CH:29]=[N:30]3)=[CH:25][C:24]=2[O:44][CH3:45])[CH2:17][CH2:16]1)=O)(C)(C)C, predict the reaction product. The product is: [Cl:40][C:39]1[C:34]([NH:33][C:27]2[C:26]3[C:31](=[CH:32][C:23]([O:22][CH2:21][CH:18]4[CH2:19][CH2:20][NH:15][CH2:16][CH2:17]4)=[C:24]([O:44][CH3:45])[CH:25]=3)[N:30]=[CH:29][N:28]=2)=[C:35]2[O:43][CH2:42][O:41][C:36]2=[N:37][CH:38]=1. (3) The product is: [CH3:5][O:6][C:7]1[CH:8]=[C:9]([CH:13]=[CH:14][C:15]=1[C:16]1[CH:21]=[CH:20][CH:19]=[CH:18][N:17]=1)[C:10]([NH:27][C:26]1[CH:28]=[CH:29][CH:30]=[CH:31][C:25]=1[N+:22]([O-:24])=[O:23])=[O:12]. Given the reactants S(Cl)(Cl)=O.[CH3:5][O:6][C:7]1[CH:8]=[C:9]([CH:13]=[CH:14][C:15]=1[C:16]1[CH:21]=[CH:20][CH:19]=[CH:18][N:17]=1)[C:10]([OH:12])=O.[N+:22]([C:25]1[CH:31]=[CH:30][CH:29]=[CH:28][C:26]=1[NH2:27])([O-:24])=[O:23].C(N(CC)CC)C, predict the reaction product. (4) Given the reactants [N:1]1[C:6]2[NH:7][C:8]3[CH:13]=[N:12][C:11]([OH:14])=[CH:10][C:9]=3[C:5]=2[CH:4]=[CH:3][CH:2]=1.[F:15][C:16]([F:29])([F:28])[S:17](O[S:17]([C:16]([F:29])([F:28])[F:15])(=[O:19])=[O:18])(=[O:19])=[O:18], predict the reaction product. The product is: [F:15][C:16]([F:29])([F:28])[S:17]([O:14][C:11]1[CH:10]=[C:9]2[C:5]3[C:6](=[N:1][CH:2]=[CH:3][CH:4]=3)[N:7]([S:17]([C:16]([F:15])([F:28])[F:29])(=[O:18])=[O:19])[C:8]2=[CH:13][N:12]=1)(=[O:19])=[O:18]. (5) Given the reactants [ClH:1].[Cl-:2].[NH2:3][C:4]([CH3:10])([CH3:9])[CH2:5][S+:6]([CH3:8])[CH3:7].C(O[Cl:16])(C)(C)C, predict the reaction product. The product is: [Cl-:16].[Cl:1][N:3]([Cl:2])[C:4]([CH3:10])([CH3:9])[CH2:5][S+:6]([CH3:8])[CH3:7]. (6) Given the reactants Cl[C:2]1[N:9]=[C:8]([NH:10][C:11]2[CH:15]=[C:14]([CH3:16])[NH:13][N:12]=2)[C:7]([Cl:17])=[CH:6][C:3]=1[C:4]#[N:5].[F:18][C:19]1[CH:20]=[CH:21][C:22]([C@@H:25]([NH2:27])[CH3:26])=[N:23][CH:24]=1.CCN(C(C)C)C(C)C.N1C=CC=CC=1N, predict the reaction product. The product is: [Cl:17][C:7]1[C:8]([NH:10][C:11]2[CH:15]=[C:14]([CH3:16])[NH:13][N:12]=2)=[N:9][C:2]([NH:27][C@H:25]([C:22]2[CH:21]=[CH:20][C:19]([F:18])=[CH:24][N:23]=2)[CH3:26])=[C:3]([CH:6]=1)[C:4]#[N:5]. (7) Given the reactants [CH3:1][C:2]1[CH:10]=[C:9]([N+:11]([O-:13])=[O:12])[C:8]2[CH2:7][CH2:6][CH2:5][C:4]=2[C:3]=1[OH:14].N1C=CC=CC=1.[F:21][C:22]([F:35])([F:34])[S:23](O[S:23]([C:22]([F:35])([F:34])[F:21])(=[O:25])=[O:24])(=[O:25])=[O:24].Cl, predict the reaction product. The product is: [F:21][C:22]([F:35])([F:34])[S:23]([O:14][C:3]1[C:2]([CH3:1])=[CH:10][C:9]([N+:11]([O-:13])=[O:12])=[C:8]2[C:4]=1[CH2:5][CH2:6][CH2:7]2)(=[O:25])=[O:24].